From a dataset of Catalyst prediction with 721,799 reactions and 888 catalyst types from USPTO. Predict which catalyst facilitates the given reaction. Reactant: Br[C:2]1[C:3]([NH:10][CH:11]2[CH2:14][CH2:13][CH2:12]2)=[N:4][C:5]([O:8][CH3:9])=[N:6][CH:7]=1.C[Si]([C:19]#[CH:20])(C)C.CCN(CC)CC.C([O-])([O-])=O.[K+].[K+]. Product: [CH:11]1([NH:10][C:3]2[C:2]([C:19]#[CH:20])=[CH:7][N:6]=[C:5]([O:8][CH3:9])[N:4]=2)[CH2:14][CH2:13][CH2:12]1. The catalyst class is: 356.